Dataset: Human liver microsome stability data. Task: Regression/Classification. Given a drug SMILES string, predict its absorption, distribution, metabolism, or excretion properties. Task type varies by dataset: regression for continuous measurements (e.g., permeability, clearance, half-life) or binary classification for categorical outcomes (e.g., BBB penetration, CYP inhibition). Dataset: hlm. (1) The drug is Cc1nc2ccccc2n1Cc1ccc(C(=O)N(C)[C@@H]2CCN(C(C)C)C2)cc1. The result is 0 (unstable in human liver microsomes). (2) The molecule is N#Cc1c(C(F)(F)F)cc(Nc2ccc(OC(F)(F)F)cc2)n2c1nc1ccccc12. The result is 0 (unstable in human liver microsomes). (3) The drug is C=C[C@@H]1C[C@]1(NC(=O)[C@@H]1C[C@@H](Oc2cc(OCC)nc3c(Cl)cccc23)CN1C(=O)[C@@H](CC(=O)Nc1ccccc1)C(C)(C)C)C(=O)NS(=O)(=O)C1CC1. The result is 0 (unstable in human liver microsomes). (4) The molecule is O=C(NCCc1ccccn1)c1ccc2c(c1)CC(c1nc(O)c3cc(-c4cn[nH]c4)ccc3n1)CO2. The result is 0 (unstable in human liver microsomes).